Predict the reaction yield, written as a fraction of the theoretical maximum amount of product (1.0 means a 100% yield; for example, 0.34 means a 34% yield). From a dataset of Reaction yield outcomes from USPTO patents with 853,638 reactions. (1) The reactants are [C:1](Cl)(=[O:3])[CH3:2].[F:5][C:6]1[CH:7]=[C:8]2[C:26](=[CH:27][CH:28]=1)[O:25][CH2:24][CH2:23][NH:22][CH2:21][C:20]1=[C:29]3[N:30]=[C:14]([CH:15]=[CH:16][N:17]3[N:18]=[CH:19]1)[N:13]1[C@@H:9]2[CH2:10][CH2:11][CH2:12]1.CCN(C(C)C)C(C)C. The catalyst is C(Cl)Cl. The product is [F:5][C:6]1[CH:7]=[C:8]2[C:26](=[CH:27][CH:28]=1)[O:25][CH2:24][CH2:23][N:22]([C:1](=[O:3])[CH3:2])[CH2:21][C:20]1=[C:29]3[N:30]=[C:14]([CH:15]=[CH:16][N:17]3[N:18]=[CH:19]1)[N:13]1[C@@H:9]2[CH2:10][CH2:11][CH2:12]1. The yield is 0.700. (2) The reactants are [NH2:1][C:2]1[CH:7]=[C:6]([CH:8]=[C:9]2[C:15]3[CH:16]=[CH:17][CH:18]=[CH:19][C:14]=3[CH2:13][CH2:12][C:11]3[CH:20]=[CH:21][CH:22]=[CH:23][C:10]2=3)[CH:5]=[CH:4][C:3]=1[OH:24].[CH2:25](C(CC)(CC)C([O-])([O-])[O-])[CH3:26]. No catalyst specified. The product is [CH:19]1[C:14]2[CH2:13][CH2:12][C:11]3[CH:20]=[CH:21][CH:22]=[CH:23][C:10]=3[C:9](=[CH:8][C:6]3[CH:5]=[CH:4][C:3]4[O:24][C:25]([CH3:26])=[N:1][C:2]=4[CH:7]=3)[C:15]=2[CH:16]=[CH:17][CH:18]=1. The yield is 0.790. (3) The yield is 0.855. The product is [Cl:11][C:5]1[CH:4]=[CH:3][C:2]([NH:1][CH2:15][C:14]2[C:17]([F:27])=[C:18]([F:26])[C:19]([C:22]([F:23])([F:25])[F:24])=[C:20]([F:21])[C:13]=2[F:12])=[CH:10][C:6]=1[C:7]([OH:9])=[O:8]. The reactants are [NH2:1][C:2]1[CH:3]=[CH:4][C:5]([Cl:11])=[C:6]([CH:10]=1)[C:7]([OH:9])=[O:8].[F:12][C:13]1[C:20]([F:21])=[C:19]([C:22]([F:25])([F:24])[F:23])[C:18]([F:26])=[C:17]([F:27])[C:14]=1[CH2:15]Br. The catalyst is CN(C=O)C. (4) The reactants are [O:1]=[C:2]1[NH:7][C:6]2[CH:8]=[C:9]([CH2:12][N:13]3[CH2:18][CH2:17][N:16]([C:19]4[CH:27]=[CH:26][C:22]([C:23](O)=[O:24])=[CH:21][CH:20]=4)[CH2:15][CH2:14]3)[CH:10]=[N:11][C:5]=2[N:4]2[CH2:28][CH2:29][CH2:30][C@@H:3]12.[CH3:31][CH2:32][N:33](C(C)C)C(C)C.C(N)C.CN(C(ON1N=NC2C=CC=NC1=2)=[N+](C)C)C.F[P-](F)(F)(F)(F)F. The catalyst is CN(C=O)C. The product is [CH2:32]([NH:33][C:23](=[O:24])[C:22]1[CH:26]=[CH:27][C:19]([N:16]2[CH2:15][CH2:14][N:13]([CH2:12][C:9]3[CH:10]=[N:11][C:5]4[N:4]5[CH2:28][CH2:29][CH2:30][C@H:3]5[C:2](=[O:1])[NH:7][C:6]=4[CH:8]=3)[CH2:18][CH2:17]2)=[CH:20][CH:21]=1)[CH3:31]. The yield is 0.300. (5) The reactants are [F:1][C:2]1[CH:9]=[CH:8][C:5]([CH:6]=O)=[CH:4][CH:3]=1.Cl.[S:11]([C:15]1[CH:20]=[CH:19][C:18]([NH:21][NH2:22])=[CH:17][CH:16]=1)(=[O:14])(=[O:13])[NH2:12]. No catalyst specified. The product is [S:11]([C:15]1[CH:16]=[CH:17][C:18]([NH:21][N:22]=[CH:6][C:5]2[CH:8]=[CH:9][C:2]([F:1])=[CH:3][CH:4]=2)=[CH:19][CH:20]=1)(=[O:14])(=[O:13])[NH2:12]. The yield is 0.580. (6) The reactants are [Br:1][C:2]1[O:19][CH:5]2[CH2:6][N:7]([CH2:10][C:11]3[CH:16]=[CH:15][C:14]([O:17][CH3:18])=[CH:13][CH:12]=3)[C:8](=[O:9])[CH:4]2[CH:3]=1.C(O)(C(F)(F)F)=[O:21]. The catalyst is C1(OC)C=CC=CC=1.C(OCC)(=O)C.C([O-])(O)=O.[Na+]. The product is [Br:1][C:2]1[O:19][C:5]([CH2:6][NH:7][CH2:10][C:11]2[CH:16]=[CH:15][C:14]([O:17][CH3:18])=[CH:13][CH:12]=2)=[C:4]([C:8]([OH:21])=[O:9])[CH:3]=1. The yield is 0.780.